This data is from Full USPTO retrosynthesis dataset with 1.9M reactions from patents (1976-2016). The task is: Predict the reactants needed to synthesize the given product. (1) Given the product [CH2:26]([CH:28]([CH2:36][CH2:37][CH2:38][CH3:39])[CH2:29][O:30][C:31](=[O:35])[CH2:32][CH2:33][S:34][C:12]1[CH:11]=[C:10]2[C:15]([C:16]([C:18]3[CH:23]=[CH:22][CH:21]=[CH:20][CH:19]=3)=[CH:17][C:8]3[N:9]2[CH:25]=[CH:6][N:7]=3)=[CH:14][CH:13]=1)[CH3:27], predict the reactants needed to synthesize it. The reactants are: C(OC([C:6]1[N:7]=[C:8]2[CH:17]=[C:16]([C:18]3[CH:23]=[CH:22][CH:21]=[CH:20][CH:19]=3)[C:15]3[C:10](=[CH:11][C:12](I)=[CH:13][CH:14]=3)[N:9]2[CH:25]=1)=O)C.[CH2:26]([CH:28]([CH2:36][CH2:37][CH2:38][CH3:39])[CH2:29][O:30][C:31](=[O:35])[CH2:32][CH2:33][SH:34])[CH3:27].C1(P(C2C=CC=CC=2)C2C3OC4C(=CC=CC=4P(C4C=CC=CC=4)C4C=CC=CC=4)C(C)(C)C=3C=CC=2)C=CC=CC=1.CCN(C(C)C)C(C)C. (2) Given the product [ClH:26].[NH2:8][CH2:9][CH:10]([CH2:22][CH:23]([CH3:25])[CH3:24])[CH2:11][C:12]([O:14][CH2:15][C:16]1[CH:17]=[CH:18][CH:19]=[CH:20][CH:21]=1)=[O:13], predict the reactants needed to synthesize it. The reactants are: C(OC([NH:8][CH2:9][CH:10]([CH2:22][CH:23]([CH3:25])[CH3:24])[CH2:11][C:12]([O:14][CH2:15][C:16]1[CH:21]=[CH:20][CH:19]=[CH:18][CH:17]=1)=[O:13])=O)(C)(C)C.[ClH:26].